From a dataset of Catalyst prediction with 721,799 reactions and 888 catalyst types from USPTO. Predict which catalyst facilitates the given reaction. (1) Reactant: [Cl:1][C:2]1[CH:3]=[C:4]2[C:9](=[CH:10][CH:11]=1)[CH:8]=[C:7]([S:12]([NH:15][C@H:16]1[CH2:20][CH2:19][N:18]([C:21]3[CH:22]=[C:23]4[C:28](=[CH:29][CH:30]=3)[CH2:27][N:26]([C:31]([O:33]C(C)(C)C)=[O:32])[CH:25]([CH3:38])[CH2:24]4)[C:17]1=[O:39])(=[O:14])=[O:13])[CH:6]=[CH:5]2.CO. Product: [CH:31]([OH:33])=[O:32].[Cl:1][C:2]1[CH:3]=[C:4]2[C:9](=[CH:10][CH:11]=1)[CH:8]=[C:7]([S:12]([NH:15][C@H:16]1[CH2:20][CH2:19][N:18]([C:21]3[CH:22]=[C:23]4[C:28](=[CH:29][CH:30]=3)[CH2:27][NH:26][CH:25]([CH3:38])[CH2:24]4)[C:17]1=[O:39])(=[O:14])=[O:13])[CH:6]=[CH:5]2. The catalyst class is: 89. (2) Reactant: C[O:2][C:3]1[C:12]2[C:7](=[CH:8][CH:9]=[CH:10][CH:11]=2)[C:6]([O:13]C)=[CH:5][C:4]=1/[CH:15]=[C:16](\[CH2:20][CH2:21][CH3:22])/[C:17]([OH:19])=[O:18].C1(=O)C2C(=CC=CC=2)C(=O)C=C1/C=C(\C)/C(O)=O. Product: [C:3]1(=[O:2])[C:12]2[C:7](=[CH:8][CH:9]=[CH:10][CH:11]=2)[C:6](=[O:13])[CH:5]=[C:4]1/[CH:15]=[C:16](\[CH2:20][CH2:21][CH3:22])/[C:17]([OH:19])=[O:18]. The catalyst class is: 28. (3) The catalyst class is: 9. Product: [O:20]1[C:21]2[CH:26]=[CH:25][CH:24]=[CH:23][C:22]=2[C:18]([CH2:17][CH2:16][CH2:15][C:12]#[N:13])=[CH:19]1. Reactant: S1C2C=CC=CC=2C(CC[C:12]#[N:13])=C1.Br[CH2:15][CH2:16][CH2:17][C:18]1[C:22]2[CH:23]=[CH:24][CH:25]=[CH:26][C:21]=2[O:20][CH:19]=1.[C-]#N.[Na+].